This data is from Full USPTO retrosynthesis dataset with 1.9M reactions from patents (1976-2016). The task is: Predict the reactants needed to synthesize the given product. (1) Given the product [Cl:1][C:2]1[CH:3]=[CH:4][C:5]([C:8]2[C:9]([O:31][CH2:32][CH2:33][N:47]3[CH2:52][CH2:51][O:50][CH2:49][CH2:48]3)=[C:10]3[CH:24]=[N:23][N:22]([C:25]4[CH:30]=[CH:29][CH:28]=[CH:27][CH:26]=4)[C:11]3=[N:12][C:13]=2[C:14]2[CH:19]=[CH:18][C:17]([Cl:20])=[CH:16][C:15]=2[Cl:21])=[CH:6][CH:7]=1, predict the reactants needed to synthesize it. The reactants are: [Cl:1][C:2]1[CH:7]=[CH:6][C:5]([C:8]2[C:9]([O:31][CH2:32][CH2:33]O)=[C:10]3[CH:24]=[N:23][N:22]([C:25]4[CH:30]=[CH:29][CH:28]=[CH:27][CH:26]=4)[C:11]3=[N:12][C:13]=2[C:14]2[CH:19]=[CH:18][C:17]([Cl:20])=[CH:16][C:15]=2[Cl:21])=[CH:4][CH:3]=1.CS(Cl)(=O)=O.CCN(CC)CC.[NH:47]1[CH2:52][CH2:51][O:50][CH2:49][CH2:48]1. (2) Given the product [CH3:12][CH2:13][CH:14]([N:16]1[N:21]=[CH:20][N:19]([C:22]2[CH:27]=[CH:26][C:25]([N:28]3[CH2:33][CH2:32][N:31]([C:34]4[CH:39]=[CH:38][C:37]([O:40][CH2:41][C@@H:42]5[O:46][C@:45]([C:53]6[CH:58]=[CH:57][C:56]([Cl:59])=[CH:55][C:54]=6[Cl:60])([CH2:47][N:48]6[N:52]=[CH:51][N:50]=[CH:49]6)[O:44][CH2:43]5)=[CH:36][CH:35]=4)[CH2:30][CH2:29]3)=[CH:24][CH:23]=2)[C:17]1=[O:18])[CH3:15].[ClH:11].[C:1]([OH:10])(=[O:9])[CH:2]([CH:4]([C:6]([OH:8])=[O:7])[OH:5])[OH:3], predict the reactants needed to synthesize it. The reactants are: [C:1]([OH:10])(=[O:9])[C@@H:2]([C@H:4]([C:6]([OH:8])=[O:7])[OH:5])[OH:3].[ClH:11].[CH3:12][CH2:13][CH:14]([N:16]1[N:21]=[CH:20][N:19]([C:22]2[CH:27]=[CH:26][C:25]([N:28]3[CH2:33][CH2:32][N:31]([C:34]4[CH:39]=[CH:38][C:37]([O:40][CH2:41][C@@H:42]5[O:46][C@:45]([C:53]6[CH:58]=[CH:57][C:56]([Cl:59])=[CH:55][C:54]=6[Cl:60])([CH2:47][N:48]6[N:52]=[CH:51][N:50]=[CH:49]6)[O:44][CH2:43]5)=[CH:36][CH:35]=4)[CH2:30][CH2:29]3)=[CH:24][CH:23]=2)[C:17]1=[O:18])[CH3:15].COC(C)(C)C. (3) Given the product [CH2:1]([O:3][C:4]1[CH:5]=[C:6]([C:13]2[O:14][CH:15]=[C:16]([CH2:18][CH2:19][C:24]([C:26]3[C:31]([CH3:32])=[CH:30][CH:29]=[CH:28][N:27]=3)=[O:25])[N:17]=2)[CH:7]=[CH:8][C:9]=1[O:10][CH2:11][CH3:12])[CH3:2], predict the reactants needed to synthesize it. The reactants are: [CH2:1]([O:3][C:4]1[CH:5]=[C:6]([C:13]2[O:14][CH:15]=[C:16]([CH2:18][CH:19]([C:24]([C:26]3[C:31]([CH3:32])=[CH:30][CH:29]=[CH:28][N:27]=3)=[O:25])C(OC)=O)[N:17]=2)[CH:7]=[CH:8][C:9]=1[O:10][CH2:11][CH3:12])[CH3:2].C(O)(=O)C.Cl.C(=O)([O-])O.[Na+]. (4) Given the product [Br:31][CH2:18][C:15]([CH:13]1[CH2:12][CH:11]([C:2]2[CH:3]=[CH:4][C:5]3[C:10](=[CH:9][CH:8]=[CH:7][CH:6]=3)[N:1]=2)[CH2:14]1)=[O:17], predict the reactants needed to synthesize it. The reactants are: [N:1]1[C:10]2[C:5](=[CH:6][CH:7]=[CH:8][CH:9]=2)[CH:4]=[CH:3][C:2]=1[CH:11]1[CH2:14][CH:13]([C:15]([OH:17])=O)[CH2:12]1.[C:18](Cl)(=O)C(Cl)=O.[Si](C=[N+]=[N-])(C)(C)C.[BrH:31].C(O)(=O)C. (5) Given the product [CH3:41][O:40][C:37]1[CH:36]=[CH:35][C:34]([CH2:33][N:23]([CH2:24][C:25]2[CH:26]=[CH:27][C:28]([O:31][CH3:32])=[CH:29][CH:30]=2)[C:18]2[N:19]=[C:20]([CH3:22])[N:21]=[C:16]([C:11]3[CH:10]=[C:9]([OH:8])[CH:14]=[N:13][C:12]=3[F:15])[N:17]=2)=[CH:39][CH:38]=1, predict the reactants needed to synthesize it. The reactants are: C([O:8][C:9]1[CH:10]=[C:11]([C:16]2[N:21]=[C:20]([CH3:22])[N:19]=[C:18]([N:23]([CH2:33][C:34]3[CH:39]=[CH:38][C:37]([O:40][CH3:41])=[CH:36][CH:35]=3)[CH2:24][C:25]3[CH:30]=[CH:29][C:28]([O:31][CH3:32])=[CH:27][CH:26]=3)[N:17]=2)[C:12]([F:15])=[N:13][CH:14]=1)C1C=CC=CC=1.